From a dataset of Catalyst prediction with 721,799 reactions and 888 catalyst types from USPTO. Predict which catalyst facilitates the given reaction. (1) Reactant: [NH2:1][C:2]1[CH:9]=[CH:8][C:5]([C:6]#[N:7])=[CH:4][CH:3]=1.Cl.C(N(CC)CC)C.[N-:18]=[N+:19]=[N-:20].[Na+].Cl. Product: [NH:18]1[C:6]([C:5]2[CH:8]=[CH:9][C:2]([NH2:1])=[CH:3][CH:4]=2)=[N:7][N:20]=[N:19]1. The catalyst class is: 11. (2) Reactant: [Br:1][C:2]1[CH:3]=[N:4][C:5]([C:8]#N)=[N:6][CH:7]=1.CC[O:12]CC.[C:15]1([Mg]Br)[CH:20]=[CH:19][CH:18]=[CH:17][CH:16]=1.Cl. Product: [Br:1][C:2]1[CH:7]=[N:6][C:5]([C:8]([C:15]2[CH:20]=[CH:19][CH:18]=[CH:17][CH:16]=2)=[O:12])=[N:4][CH:3]=1. The catalyst class is: 90. (3) Product: [CH3:1][N:2]1[CH2:7][CH2:6][CH:5]([C:8]2[CH:13]=[CH:12][C:11]([N:14]3[CH2:18][C@H:17]([CH2:19][NH:20][C:21](=[O:23])[CH3:22])[O:16][C:15]3=[O:24])=[CH:10][CH:9]=2)[CH2:4][C:3]1=[O:25]. The catalyst class is: 19. Reactant: [CH3:1][N:2]1[CH:7]=[CH:6][C:5]([C:8]2[CH:13]=[CH:12][C:11]([N:14]3[CH2:18][C@H:17]([CH2:19][NH:20][C:21](=[O:23])[CH3:22])[O:16][C:15]3=[O:24])=[CH:10][CH:9]=2)=[CH:4][C:3]1=[O:25]. (4) Reactant: [NH2:1][C:2]1[CH:3]=[C:4]([Cl:10])[C:5]([C:8]#[N:9])=[N:6][CH:7]=1.[CH2:11]([N:13]1[C:22]2[C:17](=[CH:18][C:19]([NH:23][C:24]([CH2:26][CH:27]([CH3:32])[CH2:28][C:29](O)=[O:30])=[O:25])=[CH:20][CH:21]=2)[C:16](=[O:33])[N:15]([CH2:34][CH3:35])[C:14]1=[O:36])[CH3:12].CCN(C(C)C)C(C)C.C(P1(=O)OP(CCC)(=O)OP(CCC)(=O)O1)CC. The catalyst class is: 13. Product: [Cl:10][C:4]1[CH:3]=[C:2]([NH:1][C:29](=[O:30])[CH2:28][CH:27]([CH3:32])[CH2:26][C:24]([NH:23][C:19]2[CH:18]=[C:17]3[C:22](=[CH:21][CH:20]=2)[N:13]([CH2:11][CH3:12])[C:14](=[O:36])[N:15]([CH2:34][CH3:35])[C:16]3=[O:33])=[O:25])[CH:7]=[N:6][C:5]=1[C:8]#[N:9]. (5) The catalyst class is: 131. Reactant: C(=O)([O-])[O-].[K+].[K+].[F:7][C:8]1[CH:17]=[C:16]([OH:18])[CH:15]=[CH:14][C:9]=1[C:10]([O:12]C)=[O:11].FC(F)(F)S(O[CH2:25][CH2:26][C:27]([F:30])([F:29])[F:28])(=O)=O. Product: [F:7][C:8]1[CH:17]=[C:16]([O:18][CH2:25][CH2:26][C:27]([F:30])([F:29])[F:28])[CH:15]=[CH:14][C:9]=1[C:10]([OH:12])=[O:11]. (6) Reactant: [OH:1][C:2]1[C:3]([C:12]([O:14][CH3:15])=[O:13])=[CH:4][C:5]2[C:10]([CH:11]=1)=[CH:9][CH:8]=[CH:7][CH:6]=2.C(=O)([O-])[O-].[K+].[K+].[CH2:22](Br)[CH:23]=[CH2:24].[I-].[K+]. Product: [CH2:24]([O:1][C:2]1[C:3]([C:12]([O:14][CH3:15])=[O:13])=[CH:4][C:5]2[C:10]([CH:11]=1)=[CH:9][CH:8]=[CH:7][CH:6]=2)[CH:23]=[CH2:22]. The catalyst class is: 21. (7) Reactant: C(O)(C(F)(F)F)=O.[C:8]([NH:11][C:12]1[CH:21]=[C:20]2[C:15]([CH:16]=[C:17]([C:23]3[C:24]([F:38])=[CH:25][C:26]([F:37])=[C:27]([NH:29]C(=O)OC(C)(C)C)[CH:28]=3)[C:18]([CH3:22])=[N:19]2)=[CH:14][N:13]=1)(=[O:10])[CH3:9]. Product: [NH2:29][C:27]1[C:26]([F:37])=[CH:25][C:24]([F:38])=[C:23]([C:17]2[C:18]([CH3:22])=[N:19][C:20]3[C:15]([CH:16]=2)=[CH:14][N:13]=[C:12]([NH:11][C:8](=[O:10])[CH3:9])[CH:21]=3)[CH:28]=1. The catalyst class is: 2. (8) Reactant: C([O:3][C:4]([CH:6]1[CH2:8][CH:7]1[C:9]1[CH:14]=[CH:13][C:12]([O:15][CH2:16][CH2:17][CH:18]([CH3:34])[CH2:19][C:20]2[CH:25]=[CH:24][C:23]([Cl:26])=[CH:22][C:21]=2[O:27][C:28]2[CH:33]=[CH:32][CH:31]=[CH:30][CH:29]=2)=[CH:11][C:10]=1[CH3:35])=[O:5])C.[OH-].[Na+].Cl. Product: [Cl:26][C:23]1[CH:24]=[CH:25][C:20]([CH2:19][CH:18]([CH3:34])[CH2:17][CH2:16][O:15][C:12]2[CH:13]=[CH:14][C:9]([CH:7]3[CH2:8][CH:6]3[C:4]([OH:5])=[O:3])=[C:10]([CH3:35])[CH:11]=2)=[C:21]([O:27][C:28]2[CH:33]=[CH:32][CH:31]=[CH:30][CH:29]=2)[CH:22]=1. The catalyst class is: 8.